This data is from Retrosynthesis with 50K atom-mapped reactions and 10 reaction types from USPTO. The task is: Predict the reactants needed to synthesize the given product. (1) Given the product c1ccc(Pc2ccccc2)cc1, predict the reactants needed to synthesize it. The reactants are: ClP(c1ccccc1)c1ccccc1. (2) Given the product C[C@@H]1CN(c2ccc3nnc(C(F)(F)F)n3n2)CCN1Cc1cccnc1, predict the reactants needed to synthesize it. The reactants are: C[C@@H]1CN(c2ccc3nnc(C(F)(F)F)n3n2)CCN1.O=Cc1cccnc1. (3) Given the product CCCC(CS(=O)(=O)NC(C)(C)C)OC(=O)c1ccccc1, predict the reactants needed to synthesize it. The reactants are: CCCC(O)CS(=O)(=O)NC(C)(C)C.O=C(O)c1ccccc1. (4) Given the product N#Cc1cccc(-c2c3ccccc3cc3ccccc23)c1C#N, predict the reactants needed to synthesize it. The reactants are: N#Cc1cccc(Cl)c1C#N.OB(O)c1c2ccccc2cc2ccccc12. (5) Given the product C1OC2CNCC2O1, predict the reactants needed to synthesize it. The reactants are: CC(C)(C)OC(=O)N1CC2OCOC2C1. (6) Given the product CNC1(C(=O)Nc2ccc(OC(F)(F)F)cc2)CCN(S(=O)(=O)c2ccc(C)cc2)CC1, predict the reactants needed to synthesize it. The reactants are: CI.Cc1ccc(S(=O)(=O)N2CCC(N)(C(=O)Nc3ccc(OC(F)(F)F)cc3)CC2)cc1. (7) Given the product O=C(O)[C@H](O)[C@@H](O)C(=O)O, predict the reactants needed to synthesize it. The reactants are: COCCCCC#Cc1ccc([C@@H]2CC[C@](N)(C(=O)OC)C2)cc1.